From a dataset of Forward reaction prediction with 1.9M reactions from USPTO patents (1976-2016). Predict the product of the given reaction. (1) The product is: [F:15][C:9]1[CH:10]=[C:11]([F:14])[CH:12]=[CH:13][C:8]=1[C:6]1[CH:7]=[C:2]([C:18]#[C:17][Si:19]([CH3:22])([CH3:21])[CH3:20])[CH:3]=[C:4]([NH2:16])[CH:5]=1. Given the reactants Br[C:2]1[CH:3]=[C:4]([NH2:16])[CH:5]=[C:6]([C:8]2[CH:13]=[CH:12][C:11]([F:14])=[CH:10][C:9]=2[F:15])[CH:7]=1.[C:17]([Si:19]([CH3:22])([CH3:21])[CH3:20])#[CH:18].CCN(CC)CC, predict the reaction product. (2) Given the reactants [OH-].[Na+].C1(S([N:12]2[C:20]3[C:15](=[CH:16][CH:17]=[CH:18][CH:19]=3)[C:14]([C:21]3[CH:26]=[CH:25][N:24]=[C:23]([NH:27][C@H:28]4[CH2:33][CH2:32][C@H:31]([OH:34])[CH2:30][CH2:29]4)[N:22]=3)=[CH:13]2)(=O)=O)C=CC=CC=1, predict the reaction product. The product is: [NH:12]1[C:20]2[C:15](=[CH:16][CH:17]=[CH:18][CH:19]=2)[C:14]([C:21]2[CH:26]=[CH:25][N:24]=[C:23]([NH:27][C@H:28]3[CH2:29][CH2:30][C@H:31]([OH:34])[CH2:32][CH2:33]3)[N:22]=2)=[CH:13]1. (3) Given the reactants [Cl:1][C:2]1[CH:23]=[CH:22][C:5]2[N:6]([CH2:18][C:19]([OH:21])=O)[C:7]([CH2:9][C:10]3[C:15]([Cl:16])=[CH:14][CH:13]=[CH:12][C:11]=3[Cl:17])=[N:8][C:4]=2[CH:3]=1.ClC1C=CC2N=C(C3C(Cl)=CC=CC=3Cl)N(CC(O)=O)C=2C=1.[CH:46]([C:49]1[CH:50]=[CH:51][C:52]([CH3:56])=[C:53]([CH:55]=1)[NH2:54])([CH3:48])[CH3:47].CN(C(ON1N=NC2C=CC=NC1=2)=[N+](C)C)C.F[P-](F)(F)(F)(F)F, predict the reaction product. The product is: [Cl:1][C:2]1[CH:23]=[CH:22][C:5]2[N:6]([CH2:18][C:19]([NH:54][C:53]3[CH:55]=[C:49]([CH:46]([CH3:47])[CH3:48])[CH:50]=[CH:51][C:52]=3[CH3:56])=[O:21])[C:7]([CH2:9][C:10]3[C:11]([Cl:17])=[CH:12][CH:13]=[CH:14][C:15]=3[Cl:16])=[N:8][C:4]=2[CH:3]=1. (4) Given the reactants [O:1]1[CH2:6][CH2:5][N:4]([C:7]2[CH:14]=[CH:13][C:10]([CH:11]=O)=[CH:9][C:8]=2[N+:15]([O-:17])=[O:16])[CH2:3][CH2:2]1.[I-].[NH:19]1[C:27]2[C:22](=[CH:23][CH:24]=[CH:25][CH:26]=2)[C:21]([CH2:28][P+](C2C=CC=CC=2)(C2C=CC=CC=2)C2C=CC=CC=2)=[N:20]1.C(=O)([O-])[O-].[K+].[K+], predict the reaction product. The product is: [O:1]1[CH2:6][CH2:5][N:4]([C:7]2[CH:14]=[CH:13][C:10](/[CH:11]=[CH:28]/[C:21]3[C:22]4[C:27](=[CH:26][CH:25]=[CH:24][CH:23]=4)[NH:19][N:20]=3)=[CH:9][C:8]=2[N+:15]([O-:17])=[O:16])[CH2:3][CH2:2]1.